This data is from Forward reaction prediction with 1.9M reactions from USPTO patents (1976-2016). The task is: Predict the product of the given reaction. (1) Given the reactants [C:1]([C:5]1[CH:10]=[CH:9][C:8]([C:11]2[N:12]=[C:13]3[CH:18]=[CH:17][CH:16]=[C:15]([N:19]4[CH2:24][CH2:23][NH:22][CH2:21][CH2:20]4)[N:14]3[CH:25]=2)=[CH:7][CH:6]=1)([CH3:4])([CH3:3])[CH3:2].Br[CH2:27][C:28]1[CH:29]=[C:30]2[C:35](=[CH:36][CH:37]=1)[N:34]=[CH:33][CH:32]=[N:31]2.C(N(C(C)C)CC)(C)C, predict the reaction product. The product is: [C:1]([C:5]1[CH:10]=[CH:9][C:8]([C:11]2[N:12]=[C:13]3[CH:18]=[CH:17][CH:16]=[C:15]([N:19]4[CH2:24][CH2:23][N:22]([CH2:27][C:28]5[CH:29]=[C:30]6[C:35](=[CH:36][CH:37]=5)[N:34]=[CH:33][CH:32]=[N:31]6)[CH2:21][CH2:20]4)[N:14]3[CH:25]=2)=[CH:7][CH:6]=1)([CH3:4])([CH3:2])[CH3:3]. (2) Given the reactants [F:1][C:2]1[CH:24]=[CH:23][CH:22]=[C:21]([F:25])[C:3]=1[CH2:4][O:5][C:6]1[C:7]2[N:8]([C:14]([C:18](O)=[O:19])=[C:15]([CH3:17])[N:16]=2)[CH:9]=[C:10]([C:12]#[CH:13])[CH:11]=1.N[C@H:27]([CH2:30][CH2:31][CH2:32][CH3:33])[CH2:28][OH:29].C([N:37](C(C)C)CC)(C)C.CN(C(ON1N=NC2C=CC=NC1=2)=[N+](C)C)C.F[P-](F)(F)(F)(F)F, predict the reaction product. The product is: [F:25][C:21]1[CH:22]=[CH:23][CH:24]=[C:2]([F:1])[C:3]=1[CH2:4][O:5][C:6]1[C:7]2[N:8]([C:14]([C:18]([NH:37][C@@H:32]([CH2:31][CH2:30][CH2:27][CH2:28][OH:29])[CH3:33])=[O:19])=[C:15]([CH3:17])[N:16]=2)[CH:9]=[C:10]([C:12]#[CH:13])[CH:11]=1. (3) The product is: [F:21][C:22]1([F:41])[CH2:23][CH2:24][CH:25]([NH:28][C:29]([N:10]2[CH2:11][CH2:12][C:13]3[C:18](=[CH:17][CH:16]=[CH:15][CH:14]=3)[C@H:9]2[C:6]2[CH:5]=[CH:4][C:3]([C:2]([F:1])([F:19])[F:20])=[CH:8][CH:7]=2)=[O:30])[CH2:26][CH2:27]1. Given the reactants [F:1][C:2]([F:20])([F:19])[C:3]1[CH:8]=[CH:7][C:6]([C@@H:9]2[C:18]3[C:13](=[CH:14][CH:15]=[CH:16][CH:17]=3)[CH2:12][CH2:11][NH:10]2)=[CH:5][CH:4]=1.[F:21][C:22]1([F:41])[CH2:27][CH2:26][CH:25]([NH:28][C:29](=O)[O:30]C2C=CC([N+]([O-])=O)=CC=2)[CH2:24][CH2:23]1.CO, predict the reaction product. (4) The product is: [N:20]1[CH:25]=[CH:24][CH:23]=[C:22]([C:2]2[CH:3]=[C:4]([N:7]3[CH2:11][C@:10]4([CH:16]5[CH2:17][CH2:18][N:13]([CH2:14][CH2:15]5)[CH2:12]4)[O:9][C:8]3=[O:19])[S:5][CH:6]=2)[CH:21]=1. Given the reactants Br[C:2]1[CH:3]=[C:4]([N:7]2[CH2:11][C@:10]3([CH:16]4[CH2:17][CH2:18][N:13]([CH2:14][CH2:15]4)[CH2:12]3)[O:9][C:8]2=[O:19])[S:5][CH:6]=1.[N:20]1[CH:25]=[CH:24][CH:23]=[C:22](B(O)O)[CH:21]=1, predict the reaction product. (5) Given the reactants [CH:1]1([CH:6]=[C:7]([C:17]2[CH:22]=[CH:21][C:20]([C:23](=O)C)=[CH:19][CH:18]=2)[C:8]2[NH:16][C:11]3=[N:12][CH:13]=[CH:14][CH:15]=[C:10]3[CH:9]=2)[CH2:5][CH2:4][CH2:3][CH2:2]1.[CH3:26][OH:27], predict the reaction product. The product is: [CH:1]1([CH2:6][CH:7]([C:17]2[CH:22]=[CH:21][C:20]([CH2:23][CH:26]=[O:27])=[CH:19][CH:18]=2)[C:8]2[NH:16][C:11]3=[N:12][CH:13]=[CH:14][CH:15]=[C:10]3[CH:9]=2)[CH2:5][CH2:4][CH2:3][CH2:2]1. (6) Given the reactants [Cl:1][C:2]1[CH:3]=[C:4]2[C:9](=[CH:10][C:11]=1[O:12][CH3:13])[N:8]=[C:7]([CH3:14])[C:6]([C:15]1[CH:20]=[CH:19][C:18]([O:21][C:22]3[CH:27]=[CH:26][C:25]([O:28][C:29]([F:32])([F:31])[F:30])=[CH:24][CH:23]=3)=[CH:17][C:16]=1[F:33])=[C:5]2[O:34]CC.FC1C=C(OC2C=CC(OC(F)(F)F)=CC=2)C=CC=1B(O)O.C([O-])([O-])=O.[Na+].[Na+].CN(C=O)C, predict the reaction product. The product is: [Cl:1][C:2]1[CH:3]=[C:4]2[C:9](=[CH:10][C:11]=1[O:12][CH3:13])[NH:8][C:7]([CH3:14])=[C:6]([C:15]1[CH:20]=[CH:19][C:18]([O:21][C:22]3[CH:23]=[CH:24][C:25]([O:28][C:29]([F:31])([F:32])[F:30])=[CH:26][CH:27]=3)=[CH:17][C:16]=1[F:33])[C:5]2=[O:34]. (7) Given the reactants [OH:1][CH2:2][CH2:3][CH2:4][CH2:5][NH:6][C:7](=[O:13])[O:8][C:9]([CH3:12])([CH3:11])[CH3:10].[OH:14][C:15]1[CH:24]=[CH:23][CH:22]=[C:21](O)[C:16]=1[C:17]([O:19][CH3:20])=[O:18].C1(P(C2C=CC=CC=2)C2C=CC=CC=2)C=CC=CC=1.N(C(OCC)=O)=NC(OCC)=O, predict the reaction product. The product is: [C:9]([O:8][C:7]([NH:6][CH2:5][CH2:4][CH2:3][CH2:2][O:1][C:21]1[CH:22]=[CH:23][CH:24]=[C:15]([OH:14])[C:16]=1[C:17]([O:19][CH3:20])=[O:18])=[O:13])([CH3:10])([CH3:12])[CH3:11]. (8) Given the reactants [Cl:1][C:2]1[CH:3]=[CH:4][C:5]([O:18][CH2:19][C:20]2[CH:25]=[CH:24][CH:23]=[CH:22][CH:21]=2)=[C:6]([CH2:8][N:9]2[C:13]([CH3:14])=[CH:12][C:11]([C:15](O)=[O:16])=[N:10]2)[CH:7]=1.C[N:27]1CCOCC1.CN(C)CCCN=C=NCC.N1([O-])C2C=CC=CC=2N=N1.[NH4+], predict the reaction product. The product is: [Cl:1][C:2]1[CH:3]=[CH:4][C:5]([O:18][CH2:19][C:20]2[CH:25]=[CH:24][CH:23]=[CH:22][CH:21]=2)=[C:6]([CH2:8][N:9]2[C:13]([CH3:14])=[CH:12][C:11]([C:15]([NH2:27])=[O:16])=[N:10]2)[CH:7]=1. (9) Given the reactants [H-].[Na+].[OH:3][CH2:4][C:5]1[CH:6]=[C:7]([S:11]([NH2:14])(=[O:13])=[O:12])[CH:8]=[CH:9][CH:10]=1.[CH:15](I)([CH3:17])[CH3:16].Cl, predict the reaction product. The product is: [OH:3][CH2:4][C:5]1[CH:6]=[C:7]([S:11]([NH:14][CH:15]([CH3:17])[CH3:16])(=[O:12])=[O:13])[CH:8]=[CH:9][CH:10]=1. (10) Given the reactants [CH2:1]([C:8]1[O:9][C:10]2[CH:30]=[CH:29][CH:28]=[CH:27][C:11]=2[C:12]=1[C:13]1[CH:18]=[CH:17][C:16]([C:19]2[CH:24]=[CH:23][C:22]([CH2:25]O)=[CH:21][CH:20]=2)=[CH:15][CH:14]=1)[C:2]1[CH:7]=[CH:6][CH:5]=[CH:4][CH:3]=1.[Br:31]P(Br)(C1C=CC=CC=1)(C1C=CC=CC=1)C1C=CC=CC=1.O, predict the reaction product. The product is: [CH2:1]([C:8]1[O:9][C:10]2[CH:30]=[CH:29][CH:28]=[CH:27][C:11]=2[C:12]=1[C:13]1[CH:18]=[CH:17][C:16]([C:19]2[CH:24]=[CH:23][C:22]([CH2:25][Br:31])=[CH:21][CH:20]=2)=[CH:15][CH:14]=1)[C:2]1[CH:7]=[CH:6][CH:5]=[CH:4][CH:3]=1.